This data is from Catalyst prediction with 721,799 reactions and 888 catalyst types from USPTO. The task is: Predict which catalyst facilitates the given reaction. Reactant: C([O:4][CH2:5][C@@H:6]1[C@@H:11]([O:12]C(=O)C)[C@H:10]([O:16]C(=O)C)[C@H:9]([O:20]C(=O)C)[C@@H:8]([C:24]2[CH:29]=[CH:28][C:27]([C:30]3[CH:35]=[CH:34][C:33]([C:36]4[CH:41]=[CH:40][CH:39]=[C:38]([C:42](=[O:45])[NH:43][CH3:44])[CH:37]=4)=[CH:32][C:31]=3[CH3:46])=[CH:26][CH:25]=2)[O:7]1)(=O)C.CO[Na]. Product: [CH3:44][NH:43][C:42](=[O:45])[C:38]1[CH:39]=[CH:40][CH:41]=[C:36]([C:33]2[CH:34]=[CH:35][C:30]([C:27]3[CH:26]=[CH:25][C:24]([C@@H:8]4[C@@H:9]([OH:20])[C@@H:10]([OH:16])[C@H:11]([OH:12])[C@@H:6]([CH2:5][OH:4])[O:7]4)=[CH:29][CH:28]=3)=[C:31]([CH3:46])[CH:32]=2)[CH:37]=1. The catalyst class is: 5.